Predict the reaction yield, written as a fraction of the theoretical maximum amount of product (1.0 means a 100% yield; for example, 0.34 means a 34% yield). From a dataset of Reaction yield outcomes from USPTO patents with 853,638 reactions. (1) The reactants are [Br:1][C:2]1[CH:3]=[CH:4][C:5]([CH:8]([C:10]2[CH:15]=[C:14]([Cl:16])[CH:13]=[C:12]([Cl:17])[CH:11]=2)O)=[N:6][CH:7]=1.C(N(CC)CC)C.S(Cl)([Cl:27])=O. The catalyst is C1CCCCC1. The product is [Br:1][C:2]1[CH:3]=[CH:4][C:5]([CH:8]([Cl:27])[C:10]2[CH:15]=[C:14]([Cl:16])[CH:13]=[C:12]([Cl:17])[CH:11]=2)=[N:6][CH:7]=1. The yield is 0.980. (2) The reactants are [CH3:1][N:2]1[CH:6]=[C:5]([C:7]2[N:12]=[C:11]3[NH:13][N:14]=[C:15]([C:16]([O:18][CH3:19])=[O:17])[C:10]3=[CH:9][CH:8]=2)[CH:4]=[N:3]1.[I:20][C:21]1[CH:22]=[C:23](B(O)O)[CH:24]=[CH:25][CH:26]=1. No catalyst specified. The product is [I:20][C:21]1[CH:26]=[C:25]([N:13]2[C:11]3=[N:12][C:7]([C:5]4[CH:4]=[N:3][N:2]([CH3:1])[CH:6]=4)=[CH:8][CH:9]=[C:10]3[C:15]([C:16]([O:18][CH3:19])=[O:17])=[N:14]2)[CH:24]=[CH:23][CH:22]=1. The yield is 0.250. (3) The reactants are [S:1]1[C:5]2[CH:6]=[CH:7][CH:8]=[CH:9][C:4]=2[N:3]=[C:2]1[NH:10][C:11]([C:13]1[C:17]2[N:18]=[C:19](Cl)[N:20]=[CH:21][C:16]=2[S:15][CH:14]=1)=[O:12].[NH2:23][C@@H:24]1[CH2:29][CH2:28][CH2:27][CH2:26][C@@H:25]1[NH2:30]. The catalyst is C1COCC1.CCOC(C)=O. The product is [S:1]1[C:5]2[CH:6]=[CH:7][CH:8]=[CH:9][C:4]=2[N:3]=[C:2]1[NH:10][C:11]([C:13]1[C:17]2[N:18]=[C:19]([NH:23][C@@H:24]3[CH2:29][CH2:28][CH2:27][CH2:26][C@@H:25]3[NH2:30])[N:20]=[CH:21][C:16]=2[S:15][CH:14]=1)=[O:12]. The yield is 0.141. (4) The reactants are FC(F)(F)C(O)=O.[Br:8][C:9]1[CH:14]=[CH:13][C:12]([C:15]2[N:20]=[C:19]([C:21](=[O:23])[CH3:22])[CH:18]=[CH:17][N:16]=2)=[CH:11][CH:10]=1.[Br-:24].[Br-].[Br-].C([N+](CCCC)(CCCC)CCCC)CCC.C([N+](CCCC)(CCCC)CCCC)CCC.C([N+](CCCC)(CCCC)CCCC)CCC. The catalyst is O1CCCC1. The product is [Br:24][CH2:22][C:21]([C:19]1[CH:18]=[CH:17][N:16]=[C:15]([C:12]2[CH:11]=[CH:10][C:9]([Br:8])=[CH:14][CH:13]=2)[N:20]=1)=[O:23]. The yield is 0.950. (5) The catalyst is FC(F)(F)CO.CCOC(C)=O. The reactants are [NH2:1][C:2]1[CH:7]=[CH:6][C:5]([C:8]([N:10]2[CH2:13][CH:12]([O:14][CH3:15])[CH2:11]2)=[O:9])=[CH:4][C:3]=1[O:16][CH3:17].C(O)(C(F)(F)F)=O.[CH3:25][N:26]1[CH:30]=[C:29]([C:31]2[C:36]3[N:37]=[C:38](S(C)(=O)=O)[N:39]=[CH:40][C:35]=3[CH:34]=[CH:33][N:32]=2)[CH:28]=[N:27]1. The product is [CH3:17][O:16][C:3]1[CH:4]=[C:5]([C:8]([N:10]2[CH2:13][CH:12]([O:14][CH3:15])[CH2:11]2)=[O:9])[CH:6]=[CH:7][C:2]=1[NH:1][C:38]1[N:39]=[CH:40][C:35]2[CH:34]=[CH:33][N:32]=[C:31]([C:29]3[CH:28]=[N:27][N:26]([CH3:25])[CH:30]=3)[C:36]=2[N:37]=1. The yield is 0.200.